This data is from Forward reaction prediction with 1.9M reactions from USPTO patents (1976-2016). The task is: Predict the product of the given reaction. Given the reactants [C:1]([O:5][C:6]([N:8]([C:16]1[C:17]([Cl:23])=[N:18][C:19](Cl)=[CH:20][CH:21]=1)[C:9]([O:11][C:12]([CH3:15])([CH3:14])[CH3:13])=[O:10])=[O:7])([CH3:4])([CH3:3])[CH3:2].[C:24]1(B(O)O)[CH:29]=[CH:28][CH:27]=[CH:26][CH:25]=1.C(=O)([O-])[O-].[Na+].[Na+].O1CCOCC1, predict the reaction product. The product is: [C:1]([O:5][C:6]([N:8]([C:16]1[C:17]([Cl:23])=[N:18][C:19]([C:24]2[CH:29]=[CH:28][CH:27]=[CH:26][CH:25]=2)=[CH:20][CH:21]=1)[C:9]([O:11][C:12]([CH3:15])([CH3:14])[CH3:13])=[O:10])=[O:7])([CH3:4])([CH3:3])[CH3:2].